The task is: Predict the product of the given reaction.. This data is from Forward reaction prediction with 1.9M reactions from USPTO patents (1976-2016). Given the reactants [OH-].[Na+].[Cl:3][C:4]1[C:5](=[CH:10][C:11](=[S:21](=[O:23])=[O:22])[CH:12]([CH3:20])[C:13]=1[C:14]1[CH2:18][CH:17]([CH3:19])[O:16][N:15]=1)[C:6]([O:8]C)=[O:7], predict the reaction product. The product is: [Cl:3][C:4]1[C:5](=[CH:10][C:11](=[S:21](=[O:22])=[O:23])[CH:12]([CH3:20])[C:13]=1[C:14]1[CH2:18][CH:17]([CH3:19])[O:16][N:15]=1)[C:6]([OH:8])=[O:7].